From a dataset of Catalyst prediction with 721,799 reactions and 888 catalyst types from USPTO. Predict which catalyst facilitates the given reaction. (1) Reactant: Cl[C:2]1[N:10]=[C:9]2[C:5]([N:6]=[CH:7][N:8]2[CH:11]2[CH2:15][CH2:14][CH2:13][CH2:12]2)=[C:4](Cl)[N:3]=1.NC1CCN(CC2C3C(=CC=CC=3)C=CC=2)CC1. Product: [CH:11]1([N:8]2[CH:7]=[N:6][C:5]3[C:9]2=[N:10][CH:2]=[N:3][CH:4]=3)[CH2:12][CH2:13][CH2:14][CH2:15]1. The catalyst class is: 66. (2) Reactant: [CH3:1][C:2]1[N:6]2[C:7]([C:14]([F:17])([F:16])[F:15])=[CH:8][CH:9]=[C:10]([C:11]([O-:13])=[O:12])[C:5]2=[N:4][N:3]=1.[K+].Cl. Product: [CH3:1][C:2]1[N:6]=[C:5]2[C:10]([C:11]([OH:13])=[O:12])=[CH:9][CH:8]=[C:7]([C:14]([F:17])([F:16])[F:15])[N:4]2[N:3]=1. The catalyst class is: 74.